Regression. Given a peptide amino acid sequence and an MHC pseudo amino acid sequence, predict their binding affinity value. This is MHC class I binding data. From a dataset of Peptide-MHC class I binding affinity with 185,985 pairs from IEDB/IMGT. The peptide sequence is LTRDPTTPL. The MHC is Patr-B0101 with pseudo-sequence Patr-B0101. The binding affinity (normalized) is 0.410.